Dataset: Reaction yield outcomes from USPTO patents with 853,638 reactions. Task: Predict the reaction yield, written as a fraction of the theoretical maximum amount of product (1.0 means a 100% yield; for example, 0.34 means a 34% yield). (1) The reactants are [C:1]([CH:5]1[CH2:9][CH2:8][N:7]([C:10]2[N:15]=[C:14]([NH:16][C:17]3[C:18]4[N:19]([CH:32]=[CH:33][N:34]=4)[N:20]=[C:21]([C:23]4[CH:24]=[C:25]([CH:29]=[CH:30][CH:31]=4)[C:26](O)=[O:27])[CH:22]=3)[CH:13]=[CH:12][CH:11]=2)[CH2:6]1)([CH3:4])([CH3:3])[CH3:2].[NH4+].CC[N:38]=C=NCCCN(C)C.C1C=CC2N(O)N=NC=2C=1.CCN(CC)CC. The catalyst is O1CCOCC1.ClCCl. The product is [C:1]([CH:5]1[CH2:9][CH2:8][N:7]([C:10]2[N:15]=[C:14]([NH:16][C:17]3[C:18]4[N:19]([CH:32]=[CH:33][N:34]=4)[N:20]=[C:21]([C:23]4[CH:24]=[C:25]([CH:29]=[CH:30][CH:31]=4)[C:26]([NH2:38])=[O:27])[CH:22]=3)[CH:13]=[CH:12][CH:11]=2)[CH2:6]1)([CH3:2])([CH3:4])[CH3:3]. The yield is 0.240. (2) The reactants are CC1C=CC(S(O[CH2:12][CH:13]2[CH2:22][CH2:21][C:20]3[C:15](=[C:16]([C:23]4[CH:28]=[CH:27][CH:26]=[CH:25][C:24]=4[Cl:29])[CH:17]=[CH:18][CH:19]=3)[O:14]2)(=O)=O)=CC=1.[CH3:30][NH2:31]. The catalyst is CS(C)=O.C(OCC)C. The product is [Cl:29][C:24]1[CH:25]=[CH:26][CH:27]=[CH:28][C:23]=1[C:16]1[CH:17]=[CH:18][CH:19]=[C:20]2[C:15]=1[O:14][CH:13]([CH2:12][NH:31][CH3:30])[CH2:22][CH2:21]2. The yield is 0.790. (3) The reactants are [Cl:1][C:2]1[N:7]([CH2:8][C:9]2[CH:16]=[CH:15][CH:14]=[CH:13][C:10]=2[C:11]#[N:12])[C:6](=[O:17])[NH:5][C:4](=[O:18])[CH:3]=1.[H-].[Na+].[Li+].[Br-].I[CH3:24]. The catalyst is CN(C=O)C.C1COCC1.C(Cl)(Cl)Cl. The product is [Cl:1][C:2]1[N:7]([CH2:8][C:9]2[CH:16]=[CH:15][CH:14]=[CH:13][C:10]=2[C:11]#[N:12])[C:6](=[O:17])[N:5]([CH3:24])[C:4](=[O:18])[CH:3]=1. The yield is 0.720. (4) The reactants are [C:1]([C:5]1[CH:6]=[C:7]([C:16]2[CH:17]=[C:18]([C:28]3[CH:33]=[CH:32][C:31]([C:34]([O:36]CC)=[O:35])=[CH:30][CH:29]=3)[CH:19]=[CH:20][C:21]=2[O:22][CH2:23][CH2:24][CH2:25][CH2:26][OH:27])[CH:8]=[CH:9][C:10]=1[N:11]1[CH2:15][CH2:14][CH2:13][CH2:12]1)([CH3:4])([CH3:3])[CH3:2].[OH-].[Na+]. No catalyst specified. The product is [C:1]([C:5]1[CH:6]=[C:7]([C:16]2[CH:17]=[C:18]([C:28]3[CH:33]=[CH:32][C:31]([C:34]([OH:36])=[O:35])=[CH:30][CH:29]=3)[CH:19]=[CH:20][C:21]=2[O:22][CH2:23][CH2:24][CH2:25][CH2:26][OH:27])[CH:8]=[CH:9][C:10]=1[N:11]1[CH2:12][CH2:13][CH2:14][CH2:15]1)([CH3:4])([CH3:2])[CH3:3]. The yield is 0.560. (5) The reactants are Cl[CH2:2][C:3]1[CH:13]=[CH:12][C:6]2[O:7][C:8]([F:11])([F:10])[O:9][C:5]=2[CH:4]=1.[CH3:14][NH2:15]. The catalyst is C(#N)C. The product is [F:10][C:8]1([F:11])[O:7][C:6]2[CH:12]=[CH:13][C:3]([CH2:2][NH:15][CH3:14])=[CH:4][C:5]=2[O:9]1. The yield is 0.810.